Dataset: NCI-60 drug combinations with 297,098 pairs across 59 cell lines. Task: Regression. Given two drug SMILES strings and cell line genomic features, predict the synergy score measuring deviation from expected non-interaction effect. (1) Drug 1: CC(C)(C#N)C1=CC(=CC(=C1)CN2C=NC=N2)C(C)(C)C#N. Drug 2: COC1=C2C(=CC3=C1OC=C3)C=CC(=O)O2. Cell line: UACC-257. Synergy scores: CSS=-4.65, Synergy_ZIP=0.431, Synergy_Bliss=-2.82, Synergy_Loewe=-3.51, Synergy_HSA=-4.23. (2) Drug 1: C1=C(C(=O)NC(=O)N1)F. Drug 2: C1CC(C1)(C2=CC=C(C=C2)C3=C(C=C4C(=N3)C=CN5C4=NNC5=O)C6=CC=CC=C6)N. Cell line: NCIH23. Synergy scores: CSS=46.8, Synergy_ZIP=-5.18, Synergy_Bliss=-3.92, Synergy_Loewe=1.12, Synergy_HSA=3.68. (3) Drug 1: CC1=C(C(=O)C2=C(C1=O)N3CC4C(C3(C2COC(=O)N)OC)N4)N. Drug 2: C1C(C(OC1N2C=NC(=NC2=O)N)CO)O. Cell line: HCT-15. Synergy scores: CSS=41.2, Synergy_ZIP=-9.05, Synergy_Bliss=-8.95, Synergy_Loewe=-2.32, Synergy_HSA=-1.89. (4) Drug 1: C1CC(=O)NC(=O)C1N2CC3=C(C2=O)C=CC=C3N. Drug 2: CCC1(CC2CC(C3=C(CCN(C2)C1)C4=CC=CC=C4N3)(C5=C(C=C6C(=C5)C78CCN9C7C(C=CC9)(C(C(C8N6C)(C(=O)OC)O)OC(=O)C)CC)OC)C(=O)OC)O.OS(=O)(=O)O. Cell line: SR. Synergy scores: CSS=74.2, Synergy_ZIP=-5.26, Synergy_Bliss=-4.02, Synergy_Loewe=-0.600, Synergy_HSA=1.17. (5) Drug 1: C1CN1P(=S)(N2CC2)N3CC3. Drug 2: CNC(=O)C1=NC=CC(=C1)OC2=CC=C(C=C2)NC(=O)NC3=CC(=C(C=C3)Cl)C(F)(F)F. Cell line: NCI-H322M. Synergy scores: CSS=-1.90, Synergy_ZIP=5.97, Synergy_Bliss=-4.67, Synergy_Loewe=-1.17, Synergy_HSA=-8.49. (6) Drug 1: CC1=C2C(C(=O)C3(C(CC4C(C3C(C(C2(C)C)(CC1OC(=O)C(C(C5=CC=CC=C5)NC(=O)OC(C)(C)C)O)O)OC(=O)C6=CC=CC=C6)(CO4)OC(=O)C)O)C)O. Drug 2: CC1CCCC2(C(O2)CC(NC(=O)CC(C(C(=O)C(C1O)C)(C)C)O)C(=CC3=CSC(=N3)C)C)C. Cell line: ACHN. Synergy scores: CSS=39.6, Synergy_ZIP=0.383, Synergy_Bliss=-0.562, Synergy_Loewe=-4.65, Synergy_HSA=1.17. (7) Drug 1: C1C(C(OC1N2C=C(C(=O)NC2=O)F)CO)O. Drug 2: C1C(C(OC1N2C=NC(=NC2=O)N)CO)O. Cell line: T-47D. Synergy scores: CSS=6.97, Synergy_ZIP=-0.649, Synergy_Bliss=3.44, Synergy_Loewe=0.339, Synergy_HSA=0.633. (8) Drug 1: CC(C)NC(=O)C1=CC=C(C=C1)CNNC.Cl. Drug 2: CCC1(C2=C(COC1=O)C(=O)N3CC4=CC5=C(C=CC(=C5CN(C)C)O)N=C4C3=C2)O.Cl. Cell line: U251. Synergy scores: CSS=22.3, Synergy_ZIP=-21.5, Synergy_Bliss=-36.0, Synergy_Loewe=-41.9, Synergy_HSA=-26.6. (9) Drug 1: CCC1(CC2CC(C3=C(CCN(C2)C1)C4=CC=CC=C4N3)(C5=C(C=C6C(=C5)C78CCN9C7C(C=CC9)(C(C(C8N6C=O)(C(=O)OC)O)OC(=O)C)CC)OC)C(=O)OC)O.OS(=O)(=O)O. Drug 2: C(CC(=O)O)C(=O)CN.Cl. Cell line: SK-OV-3. Synergy scores: CSS=5.67, Synergy_ZIP=-1.42, Synergy_Bliss=0.595, Synergy_Loewe=-1.68, Synergy_HSA=-1.65.